This data is from Peptide-MHC class I binding affinity with 185,985 pairs from IEDB/IMGT. The task is: Regression. Given a peptide amino acid sequence and an MHC pseudo amino acid sequence, predict their binding affinity value. This is MHC class I binding data. (1) The peptide sequence is RLASSLYVY. The MHC is HLA-B57:01 with pseudo-sequence HLA-B57:01. The binding affinity (normalized) is 0.213. (2) The MHC is H-2-Db with pseudo-sequence H-2-Db. The peptide sequence is SIINFEKL. The binding affinity (normalized) is 0.282. (3) The peptide sequence is ISCQIYNAL. The MHC is HLA-B07:02 with pseudo-sequence HLA-B07:02. The binding affinity (normalized) is 0.0847. (4) The peptide sequence is IYYLEKANK. The MHC is HLA-A02:01 with pseudo-sequence HLA-A02:01. The binding affinity (normalized) is 0.0847. (5) The binding affinity (normalized) is 0.722. The peptide sequence is AMCTNTFVLK. The MHC is HLA-A03:01 with pseudo-sequence HLA-A03:01.